This data is from Reaction yield outcomes from USPTO patents with 853,638 reactions. The task is: Predict the reaction yield, written as a fraction of the theoretical maximum amount of product (1.0 means a 100% yield; for example, 0.34 means a 34% yield). (1) The reactants are [CH2:1]([CH:4]1[C:8](=O)[CH2:7][N:6]([C:10]([O:12][C:13]([CH3:16])([CH3:15])[CH3:14])=[O:11])[CH2:5]1)[CH:2]=[CH2:3].[F:17][C:18]([F:23])([F:22])[C:19]([O-])=[O:20].[NH4+:24].[N+:25]([C:28]1[CH:33]=[CH:32][CH:31]=[CH:30][C:29]=1[N+:34]#[C-])([O-:27])=[O:26].FC(F)(F)[CH2:38][OH:39]. The catalyst is C(OCC)(=O)C. The product is [CH2:1]([CH:4]1[CH2:5][N:6]([C:10]([O:12][C:13]([CH3:16])([CH3:15])[CH3:14])=[O:11])[CH2:7][C:8]1([C:38](=[O:39])[NH:34][C:29]1[CH:30]=[CH:31][CH:32]=[CH:33][C:28]=1[N+:25]([O-:27])=[O:26])[NH:24][C:19](=[O:20])[C:18]([F:23])([F:22])[F:17])[CH:2]=[CH2:3]. The yield is 0.510. (2) The reactants are [CH2:1]([O:3][C:4]([C:6]1[CH:7]=[N:8][N:9]([CH3:14])[C:10]=1[C:11](Cl)=[O:12])=[O:5])[CH3:2].[NH2:15][C:16]1[C:21]([C:22]#[N:23])=[CH:20][N:19]2[CH:24]=[C:25]([C:27]3[CH:32]=[CH:31][CH:30]=[CH:29][CH:28]=3)[N:26]=[C:18]2[CH:17]=1.C(N(CC)CC)C. The catalyst is ClCCl. The product is [CH2:1]([O:3][C:4]([C:6]1[CH:7]=[N:8][N:9]([CH3:14])[C:10]=1[C:11](=[O:12])[NH:15][C:16]1[C:21]([C:22]#[N:23])=[CH:20][N:19]2[CH:24]=[C:25]([C:27]3[CH:28]=[CH:29][CH:30]=[CH:31][CH:32]=3)[N:26]=[C:18]2[CH:17]=1)=[O:5])[CH3:2]. The yield is 0.420. (3) The reactants are C([O:8][C:9](=[O:45])[C:10]([CH3:44])([CH3:43])[CH2:11][O:12][C:13]([O:15][CH:16]([N:18]1[N:22]=[C:21]([C:23]2[CH:24]=[C:25]([C:30]3[CH:35]=[CH:34][C:33]([O:36][C:37]([F:40])([F:39])[F:38])=[CH:32][CH:31]=3)[CH:26]=[C:27]([Cl:29])[CH:28]=2)[C:20]([C:41]#[N:42])=[N:19]1)[CH3:17])=[O:14])C1C=CC=CC=1.C1CC=CCC=1. The catalyst is C(O)C.[Pd]. The product is [Cl:29][C:27]1[CH:28]=[C:23]([C:21]2[C:20]([C:41]#[N:42])=[N:19][N:18]([CH:16]([O:15][C:13]([O:12][CH2:11][C:10]([CH3:43])([CH3:44])[C:9]([OH:45])=[O:8])=[O:14])[CH3:17])[N:22]=2)[CH:24]=[C:25]([C:30]2[CH:35]=[CH:34][C:33]([O:36][C:37]([F:40])([F:39])[F:38])=[CH:32][CH:31]=2)[CH:26]=1. The yield is 0.450.